From a dataset of Full USPTO retrosynthesis dataset with 1.9M reactions from patents (1976-2016). Predict the reactants needed to synthesize the given product. (1) Given the product [C:20]1([CH2:26][CH2:27][C:28]([N:17]2[C:9]3=[N:8][C:7]([C:4]4[CH:5]=[CH:6][N:1]=[CH:2][CH:3]=4)=[CH:12][C:11](=[O:13])[N:10]3[CH2:14][CH2:15][CH2:16]2)=[O:29])[CH:25]=[CH:24][CH:23]=[CH:22][CH:21]=1, predict the reactants needed to synthesize it. The reactants are: [N:1]1[CH:6]=[CH:5][C:4]([C:7]2[N:8]=[C:9]3[NH:17][CH2:16][CH2:15][CH2:14][N:10]3[C:11](=[O:13])[CH:12]=2)=[CH:3][CH:2]=1.[H-].[Na+].[C:20]1([CH2:26][CH2:27][C:28](Cl)=[O:29])[CH:25]=[CH:24][CH:23]=[CH:22][CH:21]=1. (2) The reactants are: [C:1]([C:3]([C:6]1[CH:14]=[CH:13][C:9]([C:10]([OH:12])=[O:11])=[CH:8][CH:7]=1)([CH3:5])[CH3:4])#[N:2].[OH2:15]. Given the product [C:3]([NH:2][C:1](=[O:15])[C:3]([C:6]1[CH:14]=[CH:13][C:9]([C:10]([OH:12])=[O:11])=[CH:8][CH:7]=1)([CH3:5])[CH3:4])([CH3:5])([CH3:4])[CH3:1], predict the reactants needed to synthesize it.